Dataset: NCI-60 drug combinations with 297,098 pairs across 59 cell lines. Task: Regression. Given two drug SMILES strings and cell line genomic features, predict the synergy score measuring deviation from expected non-interaction effect. (1) Drug 1: CC12CCC3C(C1CCC2O)C(CC4=C3C=CC(=C4)O)CCCCCCCCCS(=O)CCCC(C(F)(F)F)(F)F. Drug 2: CN(C(=O)NC(C=O)C(C(C(CO)O)O)O)N=O. Cell line: SF-539. Synergy scores: CSS=1.87, Synergy_ZIP=-2.46, Synergy_Bliss=-2.57, Synergy_Loewe=-3.86, Synergy_HSA=-3.35. (2) Drug 1: C1CCN(CC1)CCOC2=CC=C(C=C2)C(=O)C3=C(SC4=C3C=CC(=C4)O)C5=CC=C(C=C5)O. Drug 2: C#CCC(CC1=CN=C2C(=N1)C(=NC(=N2)N)N)C3=CC=C(C=C3)C(=O)NC(CCC(=O)O)C(=O)O. Cell line: U251. Synergy scores: CSS=-2.51, Synergy_ZIP=-0.124, Synergy_Bliss=-4.66, Synergy_Loewe=-3.97, Synergy_HSA=-6.13.